Dataset: Catalyst prediction with 721,799 reactions and 888 catalyst types from USPTO. Task: Predict which catalyst facilitates the given reaction. (1) Reactant: C(Cl)(=O)C(Cl)=O.[O:7]1[CH2:12][CH2:11][CH:10]([C:13]([OH:15])=O)[CH2:9][CH2:8]1.[C:16]1([CH2:22][O:23][C:24]2[CH:29]=[CH:28][C:27]([C:30]3[CH2:31][CH2:32][NH:33][CH2:34][CH:35]=3)=[CH:26][CH:25]=2)[CH:21]=[CH:20][CH:19]=[CH:18][CH:17]=1.C(N(CC)CC)C. Product: [C:16]1([CH2:22][O:23][C:24]2[CH:29]=[CH:28][C:27]([C:30]3[CH2:35][CH2:34][N:33]([C:13]([CH:10]4[CH2:9][CH2:8][O:7][CH2:12][CH2:11]4)=[O:15])[CH2:32][CH:31]=3)=[CH:26][CH:25]=2)[CH:17]=[CH:18][CH:19]=[CH:20][CH:21]=1. The catalyst class is: 120. (2) Reactant: CN(C)[CH:3]=[O:4].P(Cl)(Cl)(Cl)=O.[CH3:11][C:12]1[C:16]2[C:17](=[O:30])[N:18]([CH2:22][CH2:23][N:24]3[CH2:29][CH2:28][CH2:27][CH2:26][CH2:25]3)[CH2:19][CH2:20][CH2:21][C:15]=2[NH:14][CH:13]=1. Product: [CH3:11][C:12]1[C:16]2[C:17](=[O:30])[N:18]([CH2:22][CH2:23][N:24]3[CH2:29][CH2:28][CH2:27][CH2:26][CH2:25]3)[CH2:19][CH2:20][CH2:21][C:15]=2[NH:14][C:13]=1[CH:3]=[O:4]. The catalyst class is: 4. (3) Reactant: [CH2:1]([O:3][C:4]1[C:12]2[C:11](=[O:13])[N:10]([C:14]3[CH:19]=[CH:18][C:17]([CH2:20][C:21]([O:23]CC)=[O:22])=[CH:16][C:15]=3[F:26])[C:9](=[O:27])[C:8]=2[C:7]([O:28][CH2:29][C:30]([F:33])([F:32])[F:31])=[C:6]2[CH:34]=[CH:35][CH:36]=[CH:37][C:5]=12)[CH3:2].C(O)(=O)C.Cl. Product: [CH2:1]([O:3][C:4]1[C:12]2[C:11](=[O:13])[N:10]([C:14]3[CH:19]=[CH:18][C:17]([CH2:20][C:21]([OH:23])=[O:22])=[CH:16][C:15]=3[F:26])[C:9](=[O:27])[C:8]=2[C:7]([O:28][CH2:29][C:30]([F:31])([F:33])[F:32])=[C:6]2[CH:34]=[CH:35][CH:36]=[CH:37][C:5]=12)[CH3:2]. The catalyst class is: 6. (4) Reactant: Br[CH2:2][C@@H:3]([CH3:6])[CH2:4][OH:5].[Br:7][C:8]1[C:13]([CH3:14])=[CH:12][C:11]([OH:15])=[CH:10][C:9]=1[CH3:16].C(=O)([O-])[O-].[K+].[K+].O. Product: [Br:7][C:8]1[C:13]([CH3:14])=[CH:12][C:11]([O:15][CH2:2][C@@H:3]([CH3:6])[CH2:4][OH:5])=[CH:10][C:9]=1[CH3:16]. The catalyst class is: 10. (5) Reactant: [C:1]([C:3]1[CH:4]=[N:5][CH:6]=[CH:7][CH:8]=1)#[CH:2].[CH3:9][C:10]1([CH3:17])[C:14]([CH3:16])([CH3:15])[O:13][BH:12][O:11]1. Product: [CH3:9][C:10]1([CH3:17])[C:14]([CH3:16])([CH3:15])[O:13][B:12]([CH:2]=[CH:1][C:3]2[CH:4]=[N:5][CH:6]=[CH:7][CH:8]=2)[O:11]1. The catalyst class is: 11. (6) Reactant: Cl[C:2]1[N:7]=[CH:6][N:5]=[C:4]([N:8]2[CH2:13][CH2:12][N:11]([C:14]([O:16][C:17]([CH3:20])([CH3:19])[CH3:18])=[O:15])[CH2:10][CH2:9]2)[CH:3]=1.[F:21][C:22]1[CH:27]=[C:26]([F:28])[CH:25]=[CH:24][C:23]=1OB(O)O.C(=O)([O-])[O-].[Na+].[Na+].C1(C)C=CC=CC=1. Product: [F:21][C:22]1[CH:27]=[C:26]([F:28])[CH:25]=[CH:24][C:23]=1[C:2]1[N:7]=[CH:6][N:5]=[C:4]([N:8]2[CH2:13][CH2:12][N:11]([C:14]([O:16][C:17]([CH3:20])([CH3:19])[CH3:18])=[O:15])[CH2:10][CH2:9]2)[CH:3]=1. The catalyst class is: 6. (7) Reactant: C([O:3][CH:4](OCC)[CH2:5][N:6]([CH3:8])[CH3:7])C.[S:12](S([O-])=O)([O-:15])(=[O:14])=[O:13].[Na+].[Na+].C(O)C. Product: [CH3:7][N:6]([CH2:5][CH:4]=[O:3])[CH3:8].[S:12]([O-:15])([OH:14])=[O:13]. The catalyst class is: 126.